Dataset: Full USPTO retrosynthesis dataset with 1.9M reactions from patents (1976-2016). Task: Predict the reactants needed to synthesize the given product. (1) Given the product [N:1]1([NH:6][S:15]([CH:18]2[C:19]([C:24]([O:26][CH2:27][CH3:28])=[O:25])=[CH:20][CH2:21][CH2:22][CH2:23]2)(=[O:17])=[O:16])[CH:5]=[CH:4][CH:3]=[CH:2]1, predict the reactants needed to synthesize it. The reactants are: [N:1]1([NH2:6])[CH:5]=[CH:4][CH:3]=[CH:2]1.C(N(CC)CC)C.Cl[S:15]([C:18]1[CH2:23][CH2:22][CH2:21][CH2:20][C:19]=1[C:24]([O:26][CH2:27][CH3:28])=[O:25])(=[O:17])=[O:16].O. (2) The reactants are: [S:1]1[CH:5]=[CH:4][N:3]=[C:2]1[NH2:6].[CH3:7][Si:8]([CH2:11][CH2:12][O:13][CH2:14]Cl)([CH3:10])[CH3:9].[Cl:16][C:17]1[C:26]2[C:21](=[CH:22][C:23]([S:27](OC3C(F)=C(F)C(F)=C(F)C=3F)(=[O:29])=[O:28])=[CH:24][CH:25]=2)[CH:20]=[CH:19][N:18]=1.CC(C)([O-])C.[Li+]. Given the product [Cl:16][C:17]1[C:26]2[C:21](=[CH:22][C:23]([S:27]([N:6]([C:2]3[S:1][CH:5]=[CH:4][N:3]=3)[CH2:14][O:13][CH2:12][CH2:11][Si:8]([CH3:7])([CH3:9])[CH3:10])(=[O:29])=[O:28])=[CH:24][CH:25]=2)[CH:20]=[CH:19][N:18]=1, predict the reactants needed to synthesize it. (3) Given the product [F:17][C:18]1[CH:29]=[CH:28][C:27]([F:30])=[CH:26][C:19]=1[CH:20]=[CH:21][C:22]([NH:1][CH:2]([C:4]1[CH:9]=[CH:8][CH:7]=[C:6]([NH:10][C:11]2[CH:12]=[CH:13][N:14]=[CH:15][CH:16]=2)[CH:5]=1)[CH3:3])=[O:23], predict the reactants needed to synthesize it. The reactants are: [NH2:1][C@H:2]([C:4]1[CH:5]=[C:6]([NH:10][C:11]2[CH:16]=[CH:15][N:14]=[CH:13][CH:12]=2)[CH:7]=[CH:8][CH:9]=1)[CH3:3].[F:17][C:18]1[CH:29]=[CH:28][C:27]([F:30])=[CH:26][C:19]=1[CH:20]=[C:21](Cl)[C:22](O)=[O:23].CCN=C=NCCCN(C)C.Cl.C(N(CC)CC)C. (4) Given the product [C:1]([C:5]1[O:6][CH:7]=[C:8](/[CH:10]=[CH:11]/[C:12]2[C:13]([O:23][CH2:24][C:25]3[CH:50]=[CH:49][C:28]([O:29][CH2:30][C:31]4[N:32]=[C:33]([C:37]5[CH:38]=[CH:39][C:40]([CH2:43][C:44]([OH:46])=[O:45])=[CH:41][CH:42]=5)[O:34][C:35]=4[CH3:36])=[C:27]([O:51][CH3:52])[CH:26]=3)=[N:14][N:15]([C:17]3[CH:18]=[CH:19][CH:20]=[CH:21][CH:22]=3)[CH:16]=2)[N:9]=1)([CH3:4])([CH3:2])[CH3:3], predict the reactants needed to synthesize it. The reactants are: [C:1]([C:5]1[O:6][CH:7]=[C:8](/[CH:10]=[CH:11]/[C:12]2[C:13]([O:23][CH2:24][C:25]3[CH:50]=[CH:49][C:28]([O:29][CH2:30][C:31]4[N:32]=[C:33]([C:37]5[CH:42]=[CH:41][C:40]([CH2:43][C:44]([O:46]CC)=[O:45])=[CH:39][CH:38]=5)[O:34][C:35]=4[CH3:36])=[C:27]([O:51][CH3:52])[CH:26]=3)=[N:14][N:15]([C:17]3[CH:22]=[CH:21][CH:20]=[CH:19][CH:18]=3)[CH:16]=2)[N:9]=1)([CH3:4])([CH3:3])[CH3:2].O1CCCC1.[OH-].[Na+].Cl. (5) Given the product [CH2:21]([O:23][C:24]([C@@:7]1([N:10]2[CH:11]=[CH:12][C:13](=[O:14])[NH:15][C:16]2=[O:17])[O:6][C@H:5]([CH2:18][OH:19])[C@@H:4]([OH:3])[C@H:8]1[OH:9])=[O:25])[CH3:22], predict the reactants needed to synthesize it. The reactants are: CC1(C)[O:9][CH:8]2[CH:4]([CH:5]([CH2:18][OH:19])[O:6][CH:7]2[N:10]2[C:16](=[O:17])[NH:15][C:13](=[O:14])[CH:12]=[CH:11]2)[O:3]1.[CH2:21]([O:23][C:24](Cl)=[O:25])[CH3:22].C(Cl)(Cl)Cl.CO. (6) Given the product [O:1]=[C:2]1[C:10](=[O:11])[C:9]2[C:4](=[CH:5][CH:6]=[C:7]([S:12][CH2:13][CH2:14][C:15]3[CH:25]=[CH:24][C:18]([C:19]([OH:21])=[O:20])=[CH:17][CH:16]=3)[CH:8]=2)[N:3]1[CH2:26][CH2:27][CH2:28][CH2:29][CH3:30], predict the reactants needed to synthesize it. The reactants are: [O:1]=[C:2]1[C:10](=[O:11])[C:9]2[C:4](=[CH:5][CH:6]=[C:7]([S:12][CH2:13][CH2:14][C:15]3[CH:25]=[CH:24][C:18]([C:19]([O:21]CC)=[O:20])=[CH:17][CH:16]=3)[CH:8]=2)[N:3]1[CH2:26][CH2:27][CH2:28][CH2:29][CH3:30].C(=O)([O-])[O-].[K+].[K+]. (7) Given the product [CH3:28][N:29]1[CH2:30][CH2:31][N:32]([C:35]2[CH:41]=[CH:40][C:38]([NH:39][C:2]3[C:3]4[NH:18][N:17]=[CH:16][C:4]=4[N:5]=[C:6]([C:8]([C:10]4[CH:11]=[CH:12][CH:13]=[CH:14][CH:15]=4)=[O:9])[N:7]=3)=[CH:37][CH:36]=2)[CH2:33][CH2:34]1, predict the reactants needed to synthesize it. The reactants are: Cl[C:2]1[C:3]2[C:4](=[CH:16][N:17](CC3C=CC(OC)=CC=3)[N:18]=2)[N:5]=[C:6]([C:8]([C:10]2[CH:15]=[CH:14][CH:13]=[CH:12][CH:11]=2)=[O:9])[N:7]=1.[CH3:28][N:29]1[CH2:34][CH2:33][N:32]([C:35]2[CH:41]=[CH:40][C:38]([NH2:39])=[CH:37][CH:36]=2)[CH2:31][CH2:30]1.Cl.